This data is from Reaction yield outcomes from USPTO patents with 853,638 reactions. The task is: Predict the reaction yield, written as a fraction of the theoretical maximum amount of product (1.0 means a 100% yield; for example, 0.34 means a 34% yield). (1) The reactants are [CH3:1][C:2]1[CH:7]=[CH:6][C:5]([C:8]2[CH:13]=[C:12]([N+:14]([O-:16])=[O:15])[CH:11]=[C:10]([C:17]([OH:19])=[O:18])[CH:9]=2)=[CH:4][CH:3]=1.O=S(Cl)Cl.[CH3:24]O. No catalyst specified. The product is [CH3:24][O:18][C:17]([C:10]1[CH:9]=[C:8]([C:5]2[CH:6]=[CH:7][C:2]([CH3:1])=[CH:3][CH:4]=2)[CH:13]=[C:12]([N+:14]([O-:16])=[O:15])[CH:11]=1)=[O:19]. The yield is 0.920. (2) The reactants are [C:1]([C:3]1[CH:4]=[C:5]([C:16]([O:18]C)=[O:17])[C:6]2[C:7]([CH3:15])=[CH:8][N:9]([CH:12]([CH3:14])[CH3:13])[C:10]=2[CH:11]=1)#[N:2].CO.[OH-].[Na+]. The catalyst is C1COCC1. The product is [C:1]([C:3]1[CH:4]=[C:5]([C:16]([OH:18])=[O:17])[C:6]2[C:7]([CH3:15])=[CH:8][N:9]([CH:12]([CH3:14])[CH3:13])[C:10]=2[CH:11]=1)#[N:2]. The yield is 0.642. (3) The yield is 0.882. The catalyst is ClCCl. The product is [Cl:13][CH2:8][C:7]1[C:2]([CH3:1])=[N:3][CH:4]=[CH:5][C:6]=1[CH3:10]. The reactants are [CH3:1][C:2]1[C:7]([CH2:8]O)=[C:6]([CH3:10])[CH:5]=[CH:4][N:3]=1.S(Cl)([Cl:13])=O. (4) The reactants are ClC1C=CC(B(O)O)=CC=1.BrC1N=CNC=1.Br[C:18]1[N:19]=[CH:20][N:21]([C:23]2[CH:28]=[CH:27][C:26]([Cl:29])=[CH:25][CH:24]=2)[CH:22]=1.[S:30]1[CH:34]=[CH:33][CH:32]=[C:31]1B(O)O.C1(P(C2CCCCC2)C2C=CC=CC=2C2C(C(C)C)=CC(C(C)C)=CC=2C(C)C)CCCCC1.C([O-])([O-])=O.[Cs+].[Cs+]. The catalyst is O1CCOCC1.C1C=CC(/C=C/C(/C=C/C2C=CC=CC=2)=O)=CC=1.C1C=CC(/C=C/C(/C=C/C2C=CC=CC=2)=O)=CC=1.C1C=CC(/C=C/C(/C=C/C2C=CC=CC=2)=O)=CC=1.[Pd].[Pd]. The product is [Cl:29][C:26]1[CH:27]=[CH:28][C:23]([N:21]2[CH:22]=[C:18]([C:31]3[S:30][CH:34]=[CH:33][CH:32]=3)[N:19]=[CH:20]2)=[CH:24][CH:25]=1. The yield is 0.100. (5) The reactants are [CH2:1]([SH:3])[CH3:2].[CH:4]12[CH2:13][CH:8]3[CH2:9][CH:10]([CH2:12][CH:6]([CH2:7]3)[CH:5]1[NH:14][C:15]([C:17]1[C:18](Cl)=[N:19][C:20]([Cl:23])=[CH:21][CH:22]=1)=[O:16])[CH2:11]2.C(=O)([O-])[O-].[Na+].[Na+]. The catalyst is CN(C=O)C.CCOC(C)=O. The product is [CH:6]12[CH2:7][CH:8]3[CH2:9][CH:10]([CH2:11][CH:4]([CH2:13]3)[CH:5]1[NH:14][C:15]([C:17]1[C:18]([S:3][CH2:1][CH3:2])=[N:19][C:20]([Cl:23])=[CH:21][CH:22]=1)=[O:16])[CH2:12]2. The yield is 0.690. (6) The reactants are [C:1]([N:5]1[C:9]([NH2:10])=[CH:8][C:7]([CH:11]2[CH2:14][CH2:13][CH2:12]2)=[N:6]1)([CH3:4])([CH3:3])[CH3:2].CO[C:17](OC)([CH3:22])[C:18](OC)=[O:19]. The catalyst is CC(O)=O. The product is [C:1]([N:5]1[C:9]2[NH:10][C:18](=[O:19])[CH:17]=[CH:22][C:8]=2[C:7]([CH:11]2[CH2:14][CH2:13][CH2:12]2)=[N:6]1)([CH3:4])([CH3:2])[CH3:3]. The yield is 0.320. (7) The reactants are [CH:1]([C:3]1[CH:11]=[CH:10][C:6]([C:7]([OH:9])=[O:8])=[CH:5][CH:4]=1)=O.[C:12]([C:15]1[CH:20]=[CH:19][CH:18]=[CH:17][CH:16]=1)(=[O:14])[CH3:13].[OH-].[Na+].Cl. The catalyst is CO. The product is [O:14]=[C:12]([C:15]1[CH:20]=[CH:19][CH:18]=[CH:17][CH:16]=1)[CH:13]=[CH:1][C:3]1[CH:11]=[CH:10][C:6]([C:7]([OH:9])=[O:8])=[CH:5][CH:4]=1. The yield is 0.860.